From a dataset of Reaction yield outcomes from USPTO patents with 853,638 reactions. Predict the reaction yield, written as a fraction of the theoretical maximum amount of product (1.0 means a 100% yield; for example, 0.34 means a 34% yield). The reactants are C1(C)C=CC=CC=1.[Cl:8]N1C(=O)CCC1=O.[NH2:16][C:17]1[CH:43]=[CH:42][C:20]([C:21]([NH:23][C:24]2[C:29]([Cl:30])=[CH:28][C:27]([C:31]([F:40])([C:36]([F:39])([F:38])[F:37])[C:32]([F:35])([F:34])[F:33])=[CH:26][C:25]=2[Cl:41])=[O:22])=[CH:19][CH:18]=1. The catalyst is O. The product is [NH2:16][C:17]1[CH:18]=[CH:19][C:20]([C:21]([NH:23][C:24]2[C:25]([Cl:41])=[CH:26][C:27]([C:31]([F:40])([C:36]([F:37])([F:38])[F:39])[C:32]([F:33])([F:34])[F:35])=[CH:28][C:29]=2[Cl:30])=[O:22])=[CH:42][C:43]=1[Cl:8]. The yield is 0.673.